From a dataset of Forward reaction prediction with 1.9M reactions from USPTO patents (1976-2016). Predict the product of the given reaction. (1) Given the reactants I[C:2]1[C:6]([C:7]([O:9][CH2:10][CH3:11])=[O:8])=[CH:5][N:4]([CH2:12][O:13][CH2:14][CH2:15][Si:16]([CH3:19])([CH3:18])[CH3:17])[N:3]=1.C([Sn](CCCC)(CCCC)[C:25]1[S:26][C:27]2[CH:33]=[CH:32][CH:31]=[CH:30][C:28]=2[N:29]=1)CCC, predict the reaction product. The product is: [S:26]1[C:27]2[CH:33]=[CH:32][CH:31]=[CH:30][C:28]=2[N:29]=[C:25]1[C:2]1[C:6]([C:7]([O:9][CH2:10][CH3:11])=[O:8])=[CH:5][N:4]([CH2:12][O:13][CH2:14][CH2:15][Si:16]([CH3:19])([CH3:18])[CH3:17])[N:3]=1. (2) The product is: [Cl:17][C:4]1[C:5]2[CH2:6][CH2:7][C:8]3[CH:13]=[CH:12][S:11][C:9]=3[C:10]=2[N:1]=[CH:2][N:3]=1. Given the reactants [N:1]1[C:10]2[C:9]3[S:11][CH:12]=[CH:13][C:8]=3[CH2:7][CH2:6][C:5]=2[C:4](O)=[N:3][CH:2]=1.P(Cl)(Cl)([Cl:17])=O.C1(C)C=CC=CC=1, predict the reaction product. (3) Given the reactants C1(P(C2CCCCC2)C2C=CC=CC=2C2C=CC=CC=2N(C)C)CCCCC1.CC(C)([O-])C.[K+].Cl.[F:36][C:37]([F:49])([F:48])[C:38]1[CH:39]=[C:40]2[C:45](=[CH:46][CH:47]=1)[CH2:44][NH:43][CH2:42][CH2:41]2.[CH2:50]([O:52][C:53](=[O:64])[NH:54][C:55]1[C:60]([CH3:61])=[CH:59][C:58](Br)=[CH:57][C:56]=1[CH3:63])[CH3:51], predict the reaction product. The product is: [CH2:50]([O:52][C:53](=[O:64])[NH:54][C:55]1[C:60]([CH3:61])=[CH:59][C:58]([N:43]2[CH2:42][CH2:41][C:40]3[C:45](=[CH:46][CH:47]=[C:38]([C:37]([F:36])([F:48])[F:49])[CH:39]=3)[CH2:44]2)=[CH:57][C:56]=1[CH3:63])[CH3:51]. (4) Given the reactants [CH3:1][C@H:2]1[CH2:33][C:32]([CH3:34])=[CH:31][C@@H:30]([CH2:35][CH:36]=[CH2:37])[C:28](=[O:29])[CH2:27][C@H:26]([OH:38])[C@@H:25]([CH3:39])[C@@H:24](/[C:40](/[CH3:51])=[CH:41]/[C@H:42]2[CH2:47][C@@H:46]([O:48][CH3:49])[C@H:45]([OH:50])[CH2:44][CH2:43]2)[O:23][C:21](=[O:22])[C@H:20]2[N:15]([CH2:16][CH2:17][CH2:18][CH2:19]2)[C:13](=[O:14])[C:11](=[O:12])[C@:9]2([OH:52])[O:10][C@@H:5]([C@@H:6]([O:54][CH3:55])[CH2:7][C@H:8]2[CH3:53])[C@@H:4]([O:56][CH3:57])[CH2:3]1.C(OC(=O)C)(=O)C.[CH3:65][S:66]([CH3:68])=O, predict the reaction product. The product is: [CH2:35]([CH:30]1[CH:31]=[C:32]([CH3:34])[CH2:33][CH:2]([CH3:1])[CH2:3][CH:4]([O:56][CH3:57])[CH:5]2[O:10][C:9]([OH:52])([CH:8]([CH3:53])[CH2:7][CH:6]2[O:54][CH3:55])[C:11](=[O:12])[C:13](=[O:14])[N:15]2[CH:20]([CH2:19][CH2:18][CH2:17][CH2:16]2)[C:21](=[O:22])[O:23][CH:24]([C:40]([CH3:51])=[CH:41][CH:42]2[CH2:43][CH2:44][CH:45]([O:50][CH2:65][S:66][CH3:68])[CH:46]([O:48][CH3:49])[CH2:47]2)[CH:25]([CH3:39])[C:26]([OH:38])=[CH:27][C:28]1=[O:29])[CH:36]=[CH2:37]. (5) Given the reactants [N:1]1[CH:6]=[CH:5][CH:4]=[CH:3][C:2]=1[CH2:7][N:8]1[C:16]2[C:11](=[CH:12][C:13]([NH:17][C:18]3[C:27]4[C:22](=[CH:23][CH:24]=[CH:25][C:26]=4[O:28][C@H:29]([CH3:34])[C:30](OC)=[O:31])[N:21]=[CH:20][N:19]=3)=[CH:14][CH:15]=2)[CH:10]=[N:9]1.[CH3:35][NH:36][CH2:37][CH2:38][OH:39], predict the reaction product. The product is: [OH:39][CH2:38][CH2:37][N:36]([CH3:35])[C:30](=[O:31])[C@H:29]([O:28][C:26]1[CH:25]=[CH:24][CH:23]=[C:22]2[C:27]=1[C:18]([NH:17][C:13]1[CH:12]=[C:11]3[C:16](=[CH:15][CH:14]=1)[N:8]([CH2:7][C:2]1[CH:3]=[CH:4][CH:5]=[CH:6][N:1]=1)[N:9]=[CH:10]3)=[N:19][CH:20]=[N:21]2)[CH3:34].[NH3:1].[CH3:26][OH:28]. (6) Given the reactants [C:1]([C:5]1[CH:10]=[CH:9][C:8]([S:11]([NH:14][C:15]2[CH:19]=[CH:18][S:17][C:16]=2[C:20]([O:22]C)=[O:21])(=[O:13])=[O:12])=[C:7]([C:24]2[CH:25]=[N:26][CH:27]=[N:28][CH:29]=2)[CH:6]=1)([CH3:4])([CH3:3])[CH3:2].[OH-].[Na+], predict the reaction product. The product is: [C:1]([C:5]1[CH:10]=[CH:9][C:8]([S:11]([NH:14][C:15]2[CH:19]=[CH:18][S:17][C:16]=2[C:20]([OH:22])=[O:21])(=[O:12])=[O:13])=[C:7]([C:24]2[CH:29]=[N:28][CH:27]=[N:26][CH:25]=2)[CH:6]=1)([CH3:4])([CH3:2])[CH3:3]. (7) Given the reactants [OH:1][C:2]1[CH:17]=[CH:16][C:5]([O:6][C:7]2[CH:12]=[CH:11][C:10]([C:13](=O)[CH3:14])=[CH:9][CH:8]=2)=[CH:4][CH:3]=1.[NH2:18][C:19]([NH2:21])=[S:20].II, predict the reaction product. The product is: [NH2:21][C:19]1[S:20][CH:14]=[C:13]([C:10]2[CH:11]=[CH:12][C:7]([O:6][C:5]3[CH:16]=[CH:17][C:2]([OH:1])=[CH:3][CH:4]=3)=[CH:8][CH:9]=2)[N:18]=1. (8) Given the reactants [I:1][C:2]1[C:10]2[C:5](=[N:6][CH:7]=[N:8][C:9]=2[NH2:11])[N:4]([CH:12]2[CH2:17][CH2:16][CH2:15][NH:14][CH2:13]2)[N:3]=1.[C:18](O[BH-](OC(=O)C)OC(=O)C)(=O)C.[Na+].C=O.[OH-].[Na+], predict the reaction product. The product is: [I:1][C:2]1[C:10]2[C:5](=[N:6][CH:7]=[N:8][C:9]=2[NH2:11])[N:4]([CH:12]2[CH2:17][CH2:16][CH2:15][N:14]([CH3:18])[CH2:13]2)[N:3]=1. (9) Given the reactants [CH2:1]([N:5]([CH2:22][CH2:23][CH2:24][CH3:25])[C:6]1[CH:11]=[CH:10][C:9]([CH:12]=[CH:13][C:14]2[CH:21]=[CH:20][C:17]([CH:18]=O)=[CH:16][CH:15]=2)=[CH:8][CH:7]=1)[CH2:2][CH2:3][CH3:4].[C:26]([C:28]1[C:29](=[C:36]([C:39]#[N:40])[C:37]#[N:38])[O:30][C:31]([CH3:35])([CH3:34])[C:32]=1[CH3:33])#[N:27].C([O-])(=O)C.[NH4+], predict the reaction product. The product is: [CH2:22]([N:5]([CH2:1][CH2:2][CH2:3][CH3:4])[C:6]1[CH:11]=[CH:10][C:9]([CH:12]=[CH:13][C:14]2[CH:21]=[CH:20][C:17]([CH:18]=[CH:33][C:32]3[C:31]([CH3:34])([CH3:35])[O:30][C:29](=[C:36]([C:37]#[N:38])[C:39]#[N:40])[C:28]=3[C:26]#[N:27])=[CH:16][CH:15]=2)=[CH:8][CH:7]=1)[CH2:23][CH2:24][CH3:25].